Dataset: Catalyst prediction with 721,799 reactions and 888 catalyst types from USPTO. Task: Predict which catalyst facilitates the given reaction. Reactant: [Cl:1][C:2]1[CH:7]=[CH:6][N:5]=[C:4]2[N:8]([CH2:14][CH:15]3[CH2:19][CH2:18][O:17][CH2:16]3)[CH:9]=[C:10]([C:11]([OH:13])=O)[C:3]=12.CN(C(N(C)C)=[N+]1C2C(=NC=CC=2)N=N1)C.Cl.[F:37][C:38]1([F:46])[CH2:43][CH2:42][CH:41]([CH2:44][NH2:45])[CH2:40][CH2:39]1. Product: [F:37][C:38]1([F:46])[CH2:43][CH2:42][CH:41]([CH2:44][NH:45][C:11]([C:10]2[C:3]3[C:4](=[N:5][CH:6]=[CH:7][C:2]=3[Cl:1])[N:8]([CH2:14][CH:15]3[CH2:19][CH2:18][O:17][CH2:16]3)[CH:9]=2)=[O:13])[CH2:40][CH2:39]1. The catalyst class is: 3.